The task is: Predict the reaction yield, written as a fraction of the theoretical maximum amount of product (1.0 means a 100% yield; for example, 0.34 means a 34% yield).. This data is from Reaction yield outcomes from USPTO patents with 853,638 reactions. The product is [CH2:22]([NH:29][CH:5]1[CH2:4][CH2:3][C:2]([CH3:1])([S:9]([C:12]2[CH:17]=[CH:16][CH:15]=[C:14]([C:18]([F:20])([F:21])[F:19])[CH:13]=2)(=[O:10])=[O:11])[CH2:7][CH2:6]1)[C:23]1[CH:28]=[CH:27][CH:26]=[CH:25][CH:24]=1. The reactants are [CH3:1][C:2]1([S:9]([C:12]2[CH:17]=[CH:16][CH:15]=[C:14]([C:18]([F:21])([F:20])[F:19])[CH:13]=2)(=[O:11])=[O:10])[CH2:7][CH2:6][C:5](=O)[CH2:4][CH2:3]1.[CH2:22]([NH2:29])[C:23]1[CH:28]=[CH:27][CH:26]=[CH:25][CH:24]=1.CC(O)=O. The catalyst is ClCCCl. The yield is 0.740.